From a dataset of Catalyst prediction with 721,799 reactions and 888 catalyst types from USPTO. Predict which catalyst facilitates the given reaction. (1) Reactant: Br[C:2]1[CH:10]=[CH:9][C:8]([CH2:11][CH3:12])=[C:7]2[C:3]=1[CH:4]=[CH:5][NH:6]2.[B:13]1([B:13]2[O:17][C:16]([CH3:19])([CH3:18])[C:15]([CH3:21])([CH3:20])[O:14]2)[O:17][C:16]([CH3:19])([CH3:18])[C:15]([CH3:21])([CH3:20])[O:14]1.CC([O-])=O.[K+]. Product: [CH2:11]([C:8]1[CH:9]=[CH:10][C:2]([B:13]2[O:17][C:16]([CH3:19])([CH3:18])[C:15]([CH3:21])([CH3:20])[O:14]2)=[C:3]2[C:7]=1[NH:6][CH:5]=[CH:4]2)[CH3:12]. The catalyst class is: 438. (2) Reactant: Cl[C:2]1[C:7]([Cl:8])=[N:6][CH:5]=[CH:4][N:3]=1.[CH3:9][C:10]1[CH:15]=[CH:14][CH:13]=[C:12]([CH3:16])[C:11]=1[C:17]1[CH:23]=[CH:22][C:20]([NH2:21])=[CH:19][CH:18]=1.C(=O)([O-])[O-].[Na+].[Na+].C(=O)([O-])[O-].[Cs+].[Cs+]. Product: [Cl:8][C:7]1[C:2]([NH:21][C:20]2[CH:19]=[CH:18][C:17]([C:11]3[C:12]([CH3:16])=[CH:13][CH:14]=[CH:15][C:10]=3[CH3:9])=[CH:23][CH:22]=2)=[N:3][CH:4]=[CH:5][N:6]=1. The catalyst class is: 264. (3) Reactant: [F:1][C:2]1[C:11]([CH2:12][CH2:13][CH:14]2[CH2:16][O:15]2)=[C:10]2[C:5]([CH:6]=[CH:7][C:8]([O:17]C)=[N:9]2)=[N:4][CH:3]=1.FC(F)(F)S([O-])(=O)=O.[Yb+3].FC(F)(F)S([O-])(=O)=O.FC(F)(F)S([O-])(=O)=O.O.C(=O)(O)[O-].[Na+]. Product: [F:1][C:2]1[CH:3]=[N:4][C:5]2[CH:6]=[CH:7][C:8](=[O:17])[N:9]3[CH:14]([CH2:16][OH:15])[CH2:13][CH2:12][C:11]=1[C:10]=23. The catalyst class is: 4. (4) Reactant: N[N:2]1[C:7](=[O:8])[C:6]2[S:9][CH:10]=[CH:11][C:5]=2[NH:4][C:3]1=[O:12].N([O-])=O.[Na+]. Product: [NH:4]1[C:5]2[CH:11]=[CH:10][S:9][C:6]=2[C:7](=[O:8])[NH:2][C:3]1=[O:12]. The catalyst class is: 86. (5) Reactant: [OH:1][CH2:2][C@H:3]1[CH2:7][O:6][C:5](=[O:8])[N:4]1[CH2:9][CH2:10][S:11][C:12]1[S:13][CH:14]=[C:15]([C:17]([O:19][CH2:20][CH3:21])=[O:18])[N:16]=1.C(OCC)(=O)C.C(N(CC)CC)C.Cl. Product: [CH:2]([C@H:3]1[CH2:7][O:6][C:5](=[O:8])[N:4]1[CH2:9][CH2:10][S:11][C:12]1[S:13][CH:14]=[C:15]([C:17]([O:19][CH2:20][CH3:21])=[O:18])[N:16]=1)=[O:1]. The catalyst class is: 16. (6) Reactant: [CH3:1][C:2](=[N:6][OH:7])[C:3](=[O:5])[CH3:4].[Br:8][C:9]1[CH:16]=[CH:15][C:12]([CH:13]=O)=[CH:11][CH:10]=1. Product: [CH3:1][C:2]1[N+:6]([O-:7])=[C:13]([C:12]2[CH:15]=[CH:16][C:9]([Br:8])=[CH:10][CH:11]=2)[O:5][C:3]=1[CH3:4]. The catalyst class is: 15. (7) Reactant: [CH3:1][O:2][CH2:3][CH2:4][O:5][C:6]1[CH:11]=[CH:10][CH:9]=[CH:8][C:7]=1[C:12]1[NH:17][C:16](=S)[NH:15][C:14](=[O:19])[CH:13]=1.N.[CH3:21][CH2:22]O. Product: [O:2]1[CH2:1][CH2:22][CH2:21][CH:3]1[CH2:4][O:5][C:6]1[CH:11]=[CH:10][CH:9]=[CH:8][C:7]=1[C:12]1[N:17]=[CH:16][NH:15][C:14](=[O:19])[CH:13]=1. The catalyst class is: 181. (8) Reactant: [OH:1][CH:2]1[CH2:7][CH2:6][N:5]([C:8]([O:10][C:11]([CH3:14])([CH3:13])[CH3:12])=[O:9])[CH2:4][CH2:3]1.C(N(CC)CC)C.[C:22]1([CH3:32])[CH:27]=[CH:26][C:25]([S:28](Cl)(=[O:30])=[O:29])=[CH:24][CH:23]=1.OS(O)(=O)=O. Product: [CH3:32][C:22]1[CH:27]=[CH:26][C:25]([S:28]([O:1][CH:2]2[CH2:3][CH2:4][N:5]([C:8]([O:10][C:11]([CH3:14])([CH3:13])[CH3:12])=[O:9])[CH2:6][CH2:7]2)(=[O:30])=[O:29])=[CH:24][CH:23]=1. The catalyst class is: 143.